Dataset: Drug-target binding data from BindingDB using Kd measurements. Task: Regression. Given a target protein amino acid sequence and a drug SMILES string, predict the binding affinity score between them. We predict pKd (pKd = -log10(Kd in M); higher means stronger binding). Dataset: bindingdb_kd. (1) The compound is CCN(CC)CCNC(=O)c1c(C)[nH]c(/C=C2\C(=O)Nc3ccc(F)cc32)c1C. The target protein sequence is HHSTVADGLITTLHYPAPKRNKPTVYGVSPNYDKWEMERTDITMKHKLGGGQYGKVYEGVWKKYSLTVAVKTLKEDTMEVEEFLKEAAVMKEIKHPNLVQLLGVCTREPPFYIITEFMTYGNLLDYLRECNRQEVNAVVLLYMATQISSAMEYLEKKNFIHRDLAARNCLVGENHLVKVADFGLSRLMTGDTYTAHAGAKFPIKWTAPESLAYNKFSIKSDVWAFGVLLWEIATYGMSPYPGIDLSQVYELLEKDYRMERPEGCPEKVYELMRACWQWNPSDRPSFAEIHQAFETMFQES. The pKd is 5.0. (2) The small molecule is CC(=O)O[C@H]1CC[C@]2(C)[C@H]3CC[C@]4(C)[C@@H](C5=CC(=O)OC5)CC[C@]4(O)[C@@H]3CC[C@@H]2C1. The target protein (Q9HYR3) has sequence MNAKEILVHSLRLLENGDARGWCDLFHPEGVLEFPYAPPGWKTRFEGRETIWAHMRLFPEHLTVRFTDVQFYETADPDLAIGEFHGDGVATVSGGKLAQDYISVLRTRDGQILLYRDFWNPLRHLEALGGVEAAAKIVQGA. The pKd is 6.7. (3) The compound is O=C(c1ccc(/C=C/c2n[nH]c3ccccc23)cc1)N1CCNCC1. The target protein (Q14004) has sequence MPSSSDTALGGGGGLSWAEKKLEERRKRRRFLSPQQPPLLLPLLQPQLLQPPPPPPPLLFLAAPGTAAAAAAAAAASSSCFSPGPPLEVKRLARGKRRAGGRQKRRRGPRAGQEAEKRRVFSLPQPQQDGGGGASSGGGVTPLVEYEDVSSQSEQGLLLGGASAATAATAAGGTGGSGGSPASSSGTQRRGEGSERRPRRDRRSSSGRSKERHREHRRRDGQRGGSEASKSRSRHSHSGEERAEVAKSGSSSSSGGRRKSASATSSSSSSRKDRDSKAHRSRTKSSKEPPSAYKEPPKAYREDKTEPKAYRRRRSLSPLGGRDDSPVSHRASQSLRSRKSPSPAGGGSSPYSRRLPRSPSPYSRRRSPSYSRHSSYERGGDVSPSPYSSSSWRRSRSPYSPVLRRSGKSRSRSPYSSRHSRSRSRHRLSRSRSRHSSISPSTLTLKSSLAAELNKNKKARAAEAARAAEAAKAAEATKAAEAAAKAAKASNTSTPTKGNT.... The pKd is 5.0. (4) The small molecule is C[C@@H](O)[C@@H]1NC(=O)[C@H](CC(N)=O)NC(=O)[C@H](CC(=O)O)NC(=O)[C@H](Cc2ccc(C(=O)O)cc2)NC(=O)CNC(=O)[C@H](CCC(=O)O)NC(=O)[C@H](Cc2ccccc2)NC(=O)[C@H](Cc2cc3ccccc3[nH]2)NC(=O)CSC[C@@H](C(N)=O)NC(=O)[C@@H]2CCCN2C(=O)[C@H](Cc2ccccc2)NC1=O. The target protein (Q13322) has sequence MALAGCPDSFLHHPYYQDKVEQTPRSQQDPAGPGLPAQSDRLANHQEDDVDLEALVNDMNASLESLYSACSMQSDTVPLLQNGQHARSQPRASGPPRSIQPQVSPRQRVQRSQPVHILAVRRLQEEDQQFRTSSLPAIPNPFPELCGPGSPPVLTPGSLPPSQAAAKQDVKVFSEDGTSKVVEILADMTARDLCQLLVYKSHCVDDNSWTLVEHHPHLGLERCLEDHELVVQVESTMASESKFLFRKNYAKYEFFKNPMNFFPEQMVTWCQQSNGSQTQLLQNFLNSSSCPEIQGFLHVKELGKKSWKKLYVCLRRSGLYCSTKGTSKEPRHLQLLADLEDSNIFSLIAGRKQYNAPTDHGLCIKPNKVRNETKELRLLCAEDEQTRTCWMTAFRLLKYGMLLYQNYRIPQQRKALLSPFSTPVRSVSENSLVAMDFSGQTGRVIENPAEAQSAALEEGHAWRKRSTRMNILGSQSPLHPSTLSTVIHRTQHWFHGRISR.... The pKd is 3.4.